From a dataset of Forward reaction prediction with 1.9M reactions from USPTO patents (1976-2016). Predict the product of the given reaction. (1) The product is: [C:16]1([CH2:15][CH2:14][O:1][C:2]2[CH:3]=[C:4]3[C:9](=[CH:10][CH:11]=2)[C:8](=[O:12])[CH2:7][CH2:6][CH2:5]3)[CH:21]=[CH:20][CH:19]=[CH:18][CH:17]=1. Given the reactants [OH:1][C:2]1[CH:3]=[C:4]2[C:9](=[CH:10][CH:11]=1)[C:8](=[O:12])[CH2:7][CH2:6][CH2:5]2.Br[CH2:14][CH2:15][C:16]1[CH:21]=[CH:20][CH:19]=[CH:18][CH:17]=1.C(=O)([O-])[O-].[K+].[K+], predict the reaction product. (2) Given the reactants CS(O[N:6]=[C:7](Cl)[C@H:8]1[CH2:12][O:11][C:10]2([CH2:17][CH2:16][CH2:15][CH2:14][CH2:13]2)[O:9]1)(=O)=O.[S-:19][C:20]#[N:21].[Na+].N1C=CC=CC=1.[N:29]1[CH:34]=[CH:33][CH:32]=[CH:31][C:30]=1[S:35][C:36]1[CH:37]=[C:38]([O:43][C:44]2[C:45]([CH3:51])=[N:46][N:47]([CH3:50])[C:48]=2[CH3:49])[C:39]([NH2:42])=[N:40][CH:41]=1, predict the reaction product. The product is: [N:29]1[CH:34]=[CH:33][CH:32]=[CH:31][C:30]=1[S:35][C:36]1[CH:37]=[C:38]([O:43][C:44]2[C:45]([CH3:51])=[N:46][N:47]([CH3:50])[C:48]=2[CH3:49])[C:39]([NH:42][C:20]2[S:19][N:6]=[C:7]([C@H:8]3[CH2:12][O:11][C:10]4([CH2:13][CH2:14][CH2:15][CH2:16][CH2:17]4)[O:9]3)[N:21]=2)=[N:40][CH:41]=1. (3) Given the reactants CC1C=CC(S(O[CH2:12][C@H:13]2[C@H:17]([O:18][CH2:19][C:20]3[CH:25]=[CH:24][CH:23]=[CH:22][CH:21]=3)[C@@H:16]([NH2:26])[CH2:15][O:14]2)(=O)=O)=CC=1.C(=O)([O-])[O-].[K+].[K+].[C:33](O[C:33]([O:35][C:36]([CH3:39])([CH3:38])[CH3:37])=[O:34])([O:35][C:36]([CH3:39])([CH3:38])[CH3:37])=[O:34], predict the reaction product. The product is: [CH2:19]([O:18][C@@H:17]1[C@H:16]2[N:26]([C:33]([O:35][C:36]([CH3:39])([CH3:38])[CH3:37])=[O:34])[CH2:12][C@@H:13]1[O:14][CH2:15]2)[C:20]1[CH:21]=[CH:22][CH:23]=[CH:24][CH:25]=1. (4) Given the reactants [CH2:1]([C:4]1[N:5]([O:17][CH2:18][C:19]([NH2:21])=[O:20])[C:6]2[C:15]3[CH:14]=[CH:13][CH:12]=[CH:11][C:10]=3[N:9]=[CH:8][C:7]=2[N:16]=1)[CH2:2][CH3:3].ClC1C=C(C=CC=1)C(OO)=[O:27].C1COCC1, predict the reaction product. The product is: [O-:27][N+:9]1[C:10]2[CH:11]=[CH:12][CH:13]=[CH:14][C:15]=2[C:6]2[N:5]([O:17][CH2:18][C:19]([NH2:21])=[O:20])[C:4]([CH2:1][CH2:2][CH3:3])=[N:16][C:7]=2[CH:8]=1. (5) Given the reactants [H-].[Na+].[CH3:3][O:4][C:5](=[O:14])[CH2:6][C:7]1[CH:12]=[CH:11][C:10]([F:13])=[CH:9][CH:8]=1.[F:15][C:16]1[CH:23]=[CH:22][C:19]([CH2:20]Br)=[CH:18][CH:17]=1, predict the reaction product. The product is: [CH3:3][O:4][C:5](=[O:14])[CH:6]([C:7]1[CH:12]=[CH:11][C:10]([F:13])=[CH:9][CH:8]=1)[CH2:20][C:19]1[CH:22]=[CH:23][C:16]([F:15])=[CH:17][CH:18]=1. (6) Given the reactants [H-].[Al+3].[Li+].[H-].[H-].[H-].[CH2:7]([O:14][C:15]1[C:20]2[NH:21][C:22](=O)[CH2:23][O:24][C:19]=2[CH:18]=[CH:17][CH:16]=1)[C:8]1[CH:13]=[CH:12][CH:11]=[CH:10][CH:9]=1.O.[OH-].[Na+], predict the reaction product. The product is: [CH2:7]([O:14][C:15]1[C:20]2[NH:21][CH2:22][CH2:23][O:24][C:19]=2[CH:18]=[CH:17][CH:16]=1)[C:8]1[CH:9]=[CH:10][CH:11]=[CH:12][CH:13]=1. (7) Given the reactants [CH3:1][C:2]1(C(N)=O)[C:12]2=[C:13]3[C:8](=[CH:9][CH:10]=[CH:11]2)[CH:7]=[CH:6][CH:5]=[C:4]3[CH2:3]1.FC(F)(F)C(OI(C1C=CC=CC=1)OC(=O)C(F)(F)F)=O.C(=O)(O)[O-].[Na+].CC#[N:45], predict the reaction product. The product is: [CH3:1][C:2]1([NH2:45])[C:12]2=[C:13]3[C:8](=[CH:9][CH:10]=[CH:11]2)[CH:7]=[CH:6][CH:5]=[C:4]3[CH2:3]1. (8) Given the reactants [CH3:1][O:2][C:3](=[O:23])[CH:4]=[CH:5][C:6]1[CH:22]=[CH:21][C:9]2[N:10]([CH2:17][CH2:18][CH2:19][OH:20])[C:11]([CH2:13][CH:14]([CH3:16])[CH3:15])=[N:12][C:8]=2[CH:7]=1.[H][H], predict the reaction product. The product is: [CH3:1][O:2][C:3](=[O:23])[CH2:4][CH2:5][C:6]1[CH:22]=[CH:21][C:9]2[N:10]([CH2:17][CH2:18][CH2:19][OH:20])[C:11]([CH2:13][CH:14]([CH3:16])[CH3:15])=[N:12][C:8]=2[CH:7]=1. (9) Given the reactants [C:1]1(B(O)O)[CH:6]=[CH:5][CH:4]=[CH:3][CH:2]=1.Br[C:11]1[CH:16]=[C:15]([O:17][CH3:18])[CH:14]=[C:13](Br)[C:12]=1[OH:20].Cl, predict the reaction product. The product is: [CH3:18][O:17][C:15]1[CH:16]=[C:11]([C:1]2[CH:6]=[CH:5][CH:4]=[CH:3][CH:2]=2)[C:12]([OH:20])=[C:13]([C:1]2[CH:6]=[CH:5][CH:4]=[CH:3][CH:2]=2)[CH:14]=1. (10) Given the reactants [CH3:1][O:2][C:3](=[O:33])[CH2:4][CH2:5][C:6]1[CH:11]=[CH:10][C:9]([C:12]([CH2:30][CH3:31])([C:15]2[CH:20]=[CH:19][C:18](OS(C(F)(F)F)(=O)=O)=[C:17]([CH3:29])[CH:16]=2)[CH2:13][CH3:14])=[CH:8][C:7]=1[CH3:32].C(N(CC)CC)C.[CH2:41]([C:43]([OH:48])([CH2:46][CH3:47])[C:44]#[CH:45])[CH3:42].[NH4+].[Cl-], predict the reaction product. The product is: [CH3:1][O:2][C:3](=[O:33])[CH2:4][CH2:5][C:6]1[CH:11]=[CH:10][C:9]([C:12]([CH2:13][CH3:14])([C:15]2[CH:20]=[CH:19][C:18]([C:45]#[C:44][C:43]([CH2:46][CH3:47])([OH:48])[CH2:41][CH3:42])=[C:17]([CH3:29])[CH:16]=2)[CH2:30][CH3:31])=[CH:8][C:7]=1[CH3:32].